From a dataset of Peptide-MHC class I binding affinity with 185,985 pairs from IEDB/IMGT. Regression. Given a peptide amino acid sequence and an MHC pseudo amino acid sequence, predict their binding affinity value. This is MHC class I binding data. (1) The peptide sequence is YCHGILLKDV. The MHC is HLA-A02:02 with pseudo-sequence HLA-A02:02. The binding affinity (normalized) is 0. (2) The peptide sequence is IPQSLDSPWTSL. The MHC is H-2-Ld with pseudo-sequence H-2-Ld. The binding affinity (normalized) is 0.726. (3) The peptide sequence is HEGYEEFTM. The MHC is Mamu-A11 with pseudo-sequence Mamu-A11. The binding affinity (normalized) is 0.552. (4) The peptide sequence is FHEFLSSKL. The MHC is HLA-A80:01 with pseudo-sequence HLA-A80:01. The binding affinity (normalized) is 0.0847. (5) The peptide sequence is RVLSIPPTA. The MHC is HLA-A30:01 with pseudo-sequence HLA-A30:01. The binding affinity (normalized) is 0.559.